From a dataset of Catalyst prediction with 721,799 reactions and 888 catalyst types from USPTO. Predict which catalyst facilitates the given reaction. (1) Reactant: [NH:1]1[CH:5]=[CH:4][N:3]=[CH:2]1.C([O-])([O-])=O.[K+].[K+].[I:12][C:13]1[CH:20]=[CH:19][C:16]([CH2:17]Br)=[CH:15][CH:14]=1.O. Product: [I:12][C:13]1[CH:20]=[CH:19][C:16]([CH2:17][N:1]2[CH:5]=[CH:4][N:3]=[CH:2]2)=[CH:15][CH:14]=1. The catalyst class is: 3. (2) Reactant: [C:1]([C:3]1[N:4]=[C:5]([O:14][C@H:15]2[CH2:19][CH2:18][N:17]([C:20]([O:22][C:23]([CH3:26])([CH3:25])[CH3:24])=[O:21])[CH2:16]2)[C:6]2[C:11]([CH:12]=1)=[CH:10][CH:9]=[CH:8][C:7]=2[F:13])#[N:2].[NH2:27][NH2:28].O. Product: [F:13][C:7]1[CH:8]=[CH:9][CH:10]=[C:11]2[C:6]=1[C:5]([O:14][C@H:15]1[CH2:19][CH2:18][N:17]([C:20]([O:22][C:23]([CH3:26])([CH3:25])[CH3:24])=[O:21])[CH2:16]1)=[N:4][C:3]([C:1]([NH:27][NH2:28])=[NH:2])=[CH:12]2. The catalyst class is: 5. (3) Reactant: [CH3:1][NH:2][C:3](=[O:19])[C:4]1[CH:9]=[CH:8][C:7]([NH:10][C:11]2([C:16]#N)[CH2:15][CH2:14][CH2:13]C2)=[CH:6][C:5]=1[F:18].[N:20]([C:23]1[CH:30]=[CH:29][C:26]([C:27]#[N:28])=[C:25]([C:31]([F:34])([F:33])[F:32])[CH:24]=1)=[C:21]=[S:22].C[OH:36].Cl. Product: [CH3:1][NH:2][C:3]([C:4]1[CH:9]=[CH:8][C:7]([N:10]2[C:11]3([CH2:15][CH2:14][CH2:13]3)[C:16](=[O:36])[N:20]([C:23]3[CH:30]=[CH:29][C:26]([C:27]#[N:28])=[C:25]([C:31]([F:32])([F:34])[F:33])[CH:24]=3)[C:21]2=[S:22])=[CH:6][C:5]=1[F:18])=[O:19]. The catalyst class is: 18. (4) Reactant: [C:1]([C:3]1[CH:43]=[CH:42][C:6]2[N:7](COCC[Si](C)(C)C)[C:8]([C:10]([C:13]3[C:21]([O:22][CH:23]([F:25])[F:24])=[CH:20][C:19]([CH3:26])=[C:18]4[C:14]=3[CH:15]=[CH:16][N:17]4C(OC(C)(C)C)=O)([OH:12])[CH3:11])=[N:9][C:5]=2[CH:4]=1)#[N:2].C(C1C=CC2N=C(C(C3C(OC(F)F)=CC(C)=C4C=3C=CN4C(OC(C)(C)C)=O)(O)C)N(COCC[Si](C)(C)C)C=2C=1)#N.C(N)CN.CCCC[N+](CCCC)(CCCC)CCCC.[F-]. Product: [F:25][CH:23]([F:24])[O:22][C:21]1[C:13]([C:10]([C:8]2[NH:7][C:6]3[CH:42]=[CH:43][C:3]([C:1]#[N:2])=[CH:4][C:5]=3[N:9]=2)([OH:12])[CH3:11])=[C:14]2[C:18](=[C:19]([CH3:26])[CH:20]=1)[NH:17][CH:16]=[CH:15]2. The catalyst class is: 1. (5) Reactant: Cl.[F:2][C:3]1[CH:8]=[C:7]([N:9]2[CH2:13][C@H:12]([CH2:14][NH:15][C:16](=[O:18])[CH3:17])[O:11][C:10]2=[O:19])[CH:6]=[CH:5][C:4]=1[C:20]1[CH:25]=[CH:24][C:23]([CH2:26][NH:27][CH2:28][C:29]2[N:33](CC3C=CC(OC)=CC=3)[N:32]=[N:31][CH:30]=2)=[CH:22][CH:21]=1. Product: [F:2][C:3]1[CH:8]=[C:7]([N:9]2[CH2:13][C@H:12]([CH2:14][NH:15][C:16](=[O:18])[CH3:17])[O:11][C:10]2=[O:19])[CH:6]=[CH:5][C:4]=1[C:20]1[CH:25]=[CH:24][C:23]([CH2:26][NH:27][CH2:28][C:29]2[N:33]=[N:32][NH:31][CH:30]=2)=[CH:22][CH:21]=1. The catalyst class is: 55. (6) Reactant: [F:1][C:2]1[CH:7]=[CH:6][C:5]([OH:8])=[CH:4][C:3]=1[NH:9][C:10](=[O:16])[O:11][C:12]([CH3:15])([CH3:14])[CH3:13].Br[C:18]1[CH:19]=[CH:20][C:21]([N+:24]([O-:26])=[O:25])=[N:22][CH:23]=1.C(=O)([O-])[O-].[Cs+].[Cs+]. Product: [F:1][C:2]1[CH:7]=[CH:6][C:5]([O:8][C:18]2[CH:23]=[N:22][C:21]([N+:24]([O-:26])=[O:25])=[CH:20][CH:19]=2)=[CH:4][C:3]=1[NH:9][C:10](=[O:16])[O:11][C:12]([CH3:13])([CH3:15])[CH3:14]. The catalyst class is: 9.